From a dataset of Forward reaction prediction with 1.9M reactions from USPTO patents (1976-2016). Predict the product of the given reaction. (1) Given the reactants [CH3:1][C:2]1[CH:7]=[C:6]([CH3:8])[N:5]=[C:4]([OH:9])[N:3]=1.[Br:10]Br, predict the reaction product. The product is: [Br:10][C:7]1[C:2]([CH3:1])=[N:3][C:4]([OH:9])=[N:5][C:6]=1[CH3:8]. (2) Given the reactants C(O[C:6](=[O:21])[C@@H:7]([NH:13][C:14]([O:16][C:17]([CH3:20])([CH3:19])[CH3:18])=[O:15])[CH2:8][CH2:9][N:10]([CH3:12])[CH3:11])C(C)C.[NH3:22], predict the reaction product. The product is: [C:17]([O:16][C:14]([NH:13][C@@H:7]([CH2:8][CH2:9][N:10]([CH3:11])[CH3:12])[C:6]([NH2:22])=[O:21])=[O:15])([CH3:18])([CH3:19])[CH3:20]. (3) Given the reactants [C:1]1([NH:11][C:12](=[S:15])[NH:13][NH2:14])[C:10]2[C:5](=[CH:6][CH:7]=[CH:8][CH:9]=2)[CH:4]=[CH:3][CH:2]=1.[OH:16][C:17]1[CH:24]=[C:23]([OH:25])[CH:22]=[CH:21][C:18]=1[CH:19]=O.S(NN)(C1C=CC(C)=CC=1)(=O)=O, predict the reaction product. The product is: [OH:16][C:17]1[CH:24]=[C:23]([OH:25])[CH:22]=[CH:21][C:18]=1[CH:19]=[N:14][NH:13][C:12]([NH:11][C:1]1[C:10]2[C:5](=[CH:6][CH:7]=[CH:8][CH:9]=2)[CH:4]=[CH:3][CH:2]=1)=[S:15]. (4) Given the reactants C[O:2][C:3]([C:5]1[CH:6]=[C:7]([C:11]2[S:12][CH:13]=[CH:14][CH:15]=2)[CH:8]=[CH:9][CH:10]=1)=[O:4].[OH-].[Na+].Cl, predict the reaction product. The product is: [C:3]([C:5]1[CH:6]=[C:7]([C:11]2[S:12][CH:13]=[CH:14][CH:15]=2)[CH:8]=[CH:9][CH:10]=1)([OH:4])=[O:2]. (5) Given the reactants ClC(Cl)(Cl)C[O:4][C:5]([NH:7][C:8]1[N:12]([C:13]2[CH:18]=[CH:17][C:16]([CH3:19])=[CH:15][CH:14]=2)[N:11]=[C:10]([C:20]([CH3:23])([CH3:22])[CH3:21])[CH:9]=1)=O.[NH2:26][C:27]1[C:36]2[C:31](=[CH:32][CH:33]=[CH:34][CH:35]=2)[C:30]([C:37]2[CH:38]=[N:39][C:40]([N:43]([CH2:45][CH2:46][CH2:47][O:48][CH3:49])[CH3:44])=[CH:41][CH:42]=2)=[CH:29][CH:28]=1.C(N(C(C)C)CC)(C)C.CS(C)=O, predict the reaction product. The product is: [C:20]([C:10]1[CH:9]=[C:8]([NH:7][C:5]([NH:26][C:27]2[C:36]3[C:31](=[CH:32][CH:33]=[CH:34][CH:35]=3)[C:30]([C:37]3[CH:38]=[N:39][C:40]([N:43]([CH2:45][CH2:46][CH2:47][O:48][CH3:49])[CH3:44])=[CH:41][CH:42]=3)=[CH:29][CH:28]=2)=[O:4])[N:12]([C:13]2[CH:18]=[CH:17][C:16]([CH3:19])=[CH:15][CH:14]=2)[N:11]=1)([CH3:23])([CH3:22])[CH3:21]. (6) Given the reactants Br[C:2]1[CH:3]=[C:4]([CH:23]=[CH:24][CH:25]=1)[O:5][CH2:6][C:7]([NH:9][CH:10]1[CH2:15][CH2:14][N:13]([C:16]([O:18][C:19]([CH3:22])([CH3:21])[CH3:20])=[O:17])[CH2:12][CH2:11]1)=[O:8].[B:26]1([B:26]2[O:30][C:29]([CH3:32])([CH3:31])[C:28]([CH3:34])([CH3:33])[O:27]2)[O:30][C:29]([CH3:32])([CH3:31])[C:28]([CH3:34])([CH3:33])[O:27]1.CC([O-])=O.[K+], predict the reaction product. The product is: [CH3:33][C:28]1([CH3:34])[C:29]([CH3:32])([CH3:31])[O:30][B:26]([C:2]2[CH:3]=[C:4]([CH:23]=[CH:24][CH:25]=2)[O:5][CH2:6][C:7]([NH:9][CH:10]2[CH2:15][CH2:14][N:13]([C:16]([O:18][C:19]([CH3:22])([CH3:21])[CH3:20])=[O:17])[CH2:12][CH2:11]2)=[O:8])[O:27]1. (7) Given the reactants Cl[C:2]1[N:10]=[CH:9][CH:8]=[CH:7][C:3]=1[C:4]([NH2:6])=[O:5].[OH:11][C:12]1[CH:21]=[CH:20][C:15]([C:16]([O:18][CH3:19])=[O:17])=[CH:14][CH:13]=1.[H-].[Na+], predict the reaction product. The product is: [C:4]([C:3]1[C:2]([O:11][C:12]2[CH:13]=[CH:14][C:15]([C:16]([O:18][CH3:19])=[O:17])=[CH:20][CH:21]=2)=[N:10][CH:9]=[CH:8][CH:7]=1)(=[O:5])[NH2:6]. (8) Given the reactants [O:1]([C:8]1[CH:13]=[CH:12][CH:11]=[CH:10][C:9]=1[NH:14][S:15]([C:18]1[CH:30]=[CH:29][C:21]([C:22]([NH:24][CH2:25][C:26](O)=[O:27])=[O:23])=[CH:20][CH:19]=1)(=[O:17])=[O:16])[C:2]1[CH:7]=[CH:6][CH:5]=[CH:4][CH:3]=1.Cl.[CH2:32]([CH2:34][NH2:35])[OH:33], predict the reaction product. The product is: [OH:33][CH2:32][CH2:34][NH:35][C:26]([CH2:25][NH:24][C:22](=[O:23])[C:21]1[CH:29]=[CH:30][C:18]([S:15](=[O:17])(=[O:16])[NH:14][C:9]2[CH:10]=[CH:11][CH:12]=[CH:13][C:8]=2[O:1][C:2]2[CH:7]=[CH:6][CH:5]=[CH:4][CH:3]=2)=[CH:19][CH:20]=1)=[O:27].